Dataset: Full USPTO retrosynthesis dataset with 1.9M reactions from patents (1976-2016). Task: Predict the reactants needed to synthesize the given product. The reactants are: [Br:1][C:2]1[CH:10]=[C:9]2[C:5]([CH:6]=[CH:7][NH:8]2)=[CH:4][CH:3]=1.[H-].[Na+].I[CH2:14][CH3:15].Cl. Given the product [Br:1][C:2]1[CH:10]=[C:9]2[C:5]([CH:6]=[CH:7][N:8]2[CH2:14][CH3:15])=[CH:4][CH:3]=1, predict the reactants needed to synthesize it.